From a dataset of NCI-60 drug combinations with 297,098 pairs across 59 cell lines. Regression. Given two drug SMILES strings and cell line genomic features, predict the synergy score measuring deviation from expected non-interaction effect. (1) Drug 1: CC1=C(C=C(C=C1)NC(=O)C2=CC=C(C=C2)CN3CCN(CC3)C)NC4=NC=CC(=N4)C5=CN=CC=C5. Drug 2: CC(C)(C#N)C1=CC(=CC(=C1)CN2C=NC=N2)C(C)(C)C#N. Cell line: SK-MEL-5. Synergy scores: CSS=7.89, Synergy_ZIP=0.454, Synergy_Bliss=3.03, Synergy_Loewe=1.85, Synergy_HSA=0.732. (2) Drug 1: C1=C(C(=O)NC(=O)N1)N(CCCl)CCCl. Drug 2: CC1CCCC2(C(O2)CC(NC(=O)CC(C(C(=O)C(C1O)C)(C)C)O)C(=CC3=CSC(=N3)C)C)C. Cell line: NCI-H226. Synergy scores: CSS=15.4, Synergy_ZIP=-0.902, Synergy_Bliss=6.47, Synergy_Loewe=5.14, Synergy_HSA=6.15.